From a dataset of Peptide-MHC class I binding affinity with 185,985 pairs from IEDB/IMGT. Regression. Given a peptide amino acid sequence and an MHC pseudo amino acid sequence, predict their binding affinity value. This is MHC class I binding data. (1) The peptide sequence is KYFLDNLDR. The MHC is H-2-Kd with pseudo-sequence H-2-Kd. The binding affinity (normalized) is 0.191. (2) The peptide sequence is NRDTWGTTQCL. The MHC is Mamu-B03 with pseudo-sequence Mamu-B03. The binding affinity (normalized) is 0.0213. (3) The peptide sequence is EITGPIIMI. The MHC is HLA-B15:01 with pseudo-sequence HLA-B15:01. The binding affinity (normalized) is 0.0847. (4) The peptide sequence is WMACHSAAF. The MHC is BoLA-D18.4 with pseudo-sequence BoLA-D18.4. The binding affinity (normalized) is 0.561. (5) The peptide sequence is AVFDRKSDAK. The MHC is HLA-A24:02 with pseudo-sequence HLA-A24:02. The binding affinity (normalized) is 0. (6) The peptide sequence is PRFGSCYFL. The MHC is HLA-B58:01 with pseudo-sequence HLA-B58:01. The binding affinity (normalized) is 0.0847. (7) The peptide sequence is SLICGAALY. The MHC is HLA-A69:01 with pseudo-sequence HLA-A69:01. The binding affinity (normalized) is 0.303. (8) The peptide sequence is AINSEMFLL. The MHC is HLA-B53:01 with pseudo-sequence HLA-B53:01. The binding affinity (normalized) is 0. (9) The peptide sequence is YVFCTVNAL. The MHC is HLA-A02:01 with pseudo-sequence HLA-A02:01. The binding affinity (normalized) is 0.643. (10) The peptide sequence is KINAWIKGV. The MHC is HLA-A02:01 with pseudo-sequence HLA-A02:01. The binding affinity (normalized) is 0.466.